From a dataset of Full USPTO retrosynthesis dataset with 1.9M reactions from patents (1976-2016). Predict the reactants needed to synthesize the given product. (1) Given the product [CH2:2]([N:9]1[CH2:14][CH2:13][C:12]([C:16]#[N:17])([N:34]([CH2:41][C:35]2[CH:40]=[CH:39][CH:38]=[CH:37][CH:36]=2)[CH2:33][CH3:32])[CH2:11][CH2:10]1)[C:3]1[CH:8]=[CH:7][CH:6]=[CH:5][CH:4]=1, predict the reactants needed to synthesize it. The reactants are: Cl.[CH2:2]([N:9]1[CH2:14][CH2:13][C:12](=O)[CH2:11][CH2:10]1)[C:3]1[CH:8]=[CH:7][CH:6]=[CH:5][CH:4]=1.[C-:16]#[N:17].[K+].S([O-])([O-])(=O)=O.[Mg+2].C([CH2:32][CH2:33][NH2:34])C1C=CC=CC=1.[C:35]1([CH3:41])[CH:40]=[CH:39][CH:38]=[CH:37][CH:36]=1. (2) Given the product [C:1]([NH:5][C:6]1[N:15]([CH3:16])[C:14](=[O:17])[C:13]2[C:8](=[C:9]([C:26]3[NH:25][C:24]4[CH2:20][NH:21][C:22](=[O:37])[C:23]=4[CH:27]=3)[CH:10]=[CH:11][CH:12]=2)[N:7]=1)([CH3:4])([CH3:3])[CH3:2], predict the reactants needed to synthesize it. The reactants are: [C:1]([NH:5][C:6]1[N:15]([CH3:16])[C:14](=[O:17])[C:13]2[C:8](=[C:9](I)[CH:10]=[CH:11][CH:12]=2)[N:7]=1)([CH3:4])([CH3:3])[CH3:2].C[C@@H:20]1[C:24]2[NH:25][C:26](B3OC(C)(C)C(C)(C)O3)=[CH:27][C:23]=2[C:22](=[O:37])[NH:21]1. (3) Given the product [Cl:1][C:2]1[CH:3]=[CH:4][C:5]([C:37]#[N:38])=[C:6]([C:8]2[C:13]([O:14][CH3:15])=[CH:12][N:11]([CH:16]([CH2:31][C:32]([F:34])([F:35])[F:33])[C:17]([NH:19][C:20]3[CH:30]=[CH:29][C:23]([C:24]([OH:26])=[O:25])=[CH:22][CH:21]=3)=[O:18])[C:10](=[O:36])[CH:9]=2)[CH:7]=1, predict the reactants needed to synthesize it. The reactants are: [Cl:1][C:2]1[CH:3]=[CH:4][C:5]([C:37]#[N:38])=[C:6]([C:8]2[C:13]([O:14][CH3:15])=[CH:12][N:11]([CH:16]([CH2:31][C:32]([F:35])([F:34])[F:33])[C:17]([NH:19][C:20]3[CH:30]=[CH:29][C:23]([C:24]([O:26]CC)=[O:25])=[CH:22][CH:21]=3)=[O:18])[C:10](=[O:36])[CH:9]=2)[CH:7]=1.C(=O)([O-])[O-].[Cs+].[Cs+]. (4) Given the product [CH3:1][C:2]1[CH:7]=[CH:6][N:5]=[N:4][C:3]=1[C:8]([OH:10])=[O:9], predict the reactants needed to synthesize it. The reactants are: [CH3:1][C:2]1[CH:7]=[CH:6][N:5]=[N:4][C:3]=1[C:8]([O:10]CC)=[O:9].[OH-].[Na+].Cl. (5) Given the product [Br:1][CH2:12][CH2:11][CH2:10][C:9]1[C:4]([CH2:2][CH3:3])=[N:5][C:6]2[N:7]([N:20]=[CH:21][N:22]=2)[C:8]=1[NH2:19], predict the reactants needed to synthesize it. The reactants are: [BrH:1].[CH2:2]([C:4]1[C:9]([CH2:10][CH2:11][CH2:12]OCCCCC)=[C:8]([NH2:19])[N:7]2[N:20]=[CH:21][N:22]=[C:6]2[N:5]=1)[CH3:3].C(#N)C.O. (6) The reactants are: [CH2:1]([O:8][C:9]1[CH:24]=[C:23]([N:25]([CH2:41][C:42]2[CH:47]=[CH:46][C:45](Br)=[CH:44][CH:43]=2)[C:26](=[O:40])[CH2:27][N:28]([CH3:39])[S:29]([C:32]2[CH:37]=[CH:36][C:35]([CH3:38])=[CH:34][CH:33]=2)(=[O:31])=[O:30])[CH:22]=[CH:21][C:10]=1[C:11]([O:13][CH2:14][C:15]1[CH:20]=[CH:19][CH:18]=[CH:17][CH:16]=1)=[O:12])[C:2]1[CH:7]=[CH:6][CH:5]=[CH:4][CH:3]=1.[C:49]([C:52]1[CH:53]=[C:54](B(O)O)[CH:55]=[CH:56][CH:57]=1)(=[O:51])[NH2:50]. Given the product [CH2:1]([O:8][C:9]1[CH:24]=[C:23]([N:25]([CH2:41][C:42]2[CH:47]=[CH:46][C:45]([C:56]3[CH:55]=[CH:54][CH:53]=[C:52]([C:49](=[O:51])[NH2:50])[CH:57]=3)=[CH:44][CH:43]=2)[C:26](=[O:40])[CH2:27][N:28]([CH3:39])[S:29]([C:32]2[CH:37]=[CH:36][C:35]([CH3:38])=[CH:34][CH:33]=2)(=[O:31])=[O:30])[CH:22]=[CH:21][C:10]=1[C:11]([O:13][CH2:14][C:15]1[CH:20]=[CH:19][CH:18]=[CH:17][CH:16]=1)=[O:12])[C:2]1[CH:7]=[CH:6][CH:5]=[CH:4][CH:3]=1, predict the reactants needed to synthesize it.